This data is from Full USPTO retrosynthesis dataset with 1.9M reactions from patents (1976-2016). The task is: Predict the reactants needed to synthesize the given product. (1) Given the product [CH:1]1([CH2:4][O:5][C:6]2[CH:32]=[CH:31][C:9]3[N:10]=[C:11]([N:13]4[CH2:18][CH2:17][CH:16]([O:19][CH2:20][C@@H:21]([NH:23][C:24](=[O:30])[CH3:34])[CH3:22])[CH2:15][CH2:14]4)[O:12][C:8]=3[CH:7]=2)[CH2:2][CH2:3]1, predict the reactants needed to synthesize it. The reactants are: [CH:1]1([CH2:4][O:5][C:6]2[CH:32]=[CH:31][C:9]3[N:10]=[C:11]([N:13]4[CH2:18][CH2:17][CH:16]([O:19][CH2:20][C@@H:21]([NH:23][C:24](=[O:30])OC(C)(C)C)[CH3:22])[CH2:15][CH2:14]4)[O:12][C:8]=3[CH:7]=2)[CH2:3][CH2:2]1.Cl.[C:34](OCC)(=O)C. (2) Given the product [CH3:13][C:10]1[N:9]=[C:8]([C:5]2[N:4]=[N:3][C:2]([N:14]3[CH2:19][CH2:18][C:17]4([C:23]5[CH:24]=[CH:25][CH:26]=[CH:27][C:22]=5[O:21][CH2:20]4)[CH2:16][CH2:15]3)=[CH:7][CH:6]=2)[S:12][N:11]=1, predict the reactants needed to synthesize it. The reactants are: Cl[C:2]1[N:3]=[N:4][C:5]([C:8]2[S:12][N:11]=[C:10]([CH3:13])[N:9]=2)=[CH:6][CH:7]=1.[NH:14]1[CH2:19][CH2:18][C:17]2([C:23]3[CH:24]=[CH:25][CH:26]=[CH:27][C:22]=3[O:21][CH2:20]2)[CH2:16][CH2:15]1.C(=O)([O-])[O-].[K+].[K+].O. (3) Given the product [Cl:14][CH2:10][C:6]1[CH:7]=[CH:8][C:9]2[N:4]([CH:3]=[CH:2][N:1]=2)[N:5]=1, predict the reactants needed to synthesize it. The reactants are: [N:1]1[CH:2]=[CH:3][N:4]2[C:9]=1[CH:8]=[CH:7][C:6]([CH2:10]O)=[N:5]2.O=S(Cl)[Cl:14]. (4) Given the product [C:1]1([NH:7][CH2:8][CH2:9][C@@H:10]2[CH2:15][CH2:14][CH2:13][C@H:12]([N:16]3[C:30]4[CH:29]=[CH:28][CH:27]=[C:26]([Cl:32])[C:25]=4[C:20]4=[N:21][O:22][C:23]([CH3:24])=[C:19]4[C:17]3=[O:18])[CH2:11]2)[CH:6]=[CH:5][CH:4]=[CH:3][CH:2]=1, predict the reactants needed to synthesize it. The reactants are: [C:1]1([NH:7][CH2:8][CH2:9][C@@H:10]2[CH2:15][CH2:14][CH2:13][C@H:12]([NH:16][C:17]([C:19]3[C:20]([C:25]4[C:30](F)=[CH:29][CH:28]=[CH:27][C:26]=4[Cl:32])=[N:21][O:22][C:23]=3[CH3:24])=[O:18])[CH2:11]2)[CH:6]=[CH:5][CH:4]=[CH:3][CH:2]=1.C[Si]([N-][Si](C)(C)C)(C)C.[K+]. (5) Given the product [Cl:1][C:2]1[C:7]([F:8])=[C:6]([CH:10]=[CH2:11])[N:5]=[CH:4][N:3]=1, predict the reactants needed to synthesize it. The reactants are: [Cl:1][C:2]1[C:7]([F:8])=[C:6](Cl)[N:5]=[CH:4][N:3]=1.[CH2:10]([Sn](CCCC)(CCCC)C=C)[CH2:11]CC.[F-].[K+]. (6) Given the product [F:11][C:8]1[CH:9]=[CH:10][C:5]([C:3]2[N:13]=[C:12]([CH:15]3[CH2:20][CH2:19][CH2:18][N:17]([C:21]([O:23][C:24]([CH3:27])([CH3:26])[CH3:25])=[O:22])[CH2:16]3)[S:14][CH:2]=2)=[CH:6][CH:7]=1, predict the reactants needed to synthesize it. The reactants are: Br[CH2:2][C:3]([C:5]1[CH:10]=[CH:9][C:8]([F:11])=[CH:7][CH:6]=1)=O.[C:12]([CH:15]1[CH2:20][CH2:19][CH2:18][N:17]([C:21]([O:23][C:24]([CH3:27])([CH3:26])[CH3:25])=[O:22])[CH2:16]1)(=[S:14])[NH2:13]. (7) Given the product [C:1]([O:5][C:6]([N:8]1[CH2:9][C:10](=[O:15])[C:11]2[C:25]([C:26]([OH:28])=[O:27])=[CH:24][O:14][C:12]=2[CH2:13]1)=[O:7])([CH3:4])([CH3:2])[CH3:3], predict the reactants needed to synthesize it. The reactants are: [C:1]([O:5][C:6]([N:8]1[CH2:13][C:12](=[O:14])[CH:11]=[C:10]([O-:15])[CH2:9]1)=[O:7])([CH3:4])([CH3:3])[CH3:2].[K+].CC(C)([O-])C.[K+].Br[CH2:24][C:25](=O)[C:26]([OH:28])=[O:27].C(O)(=O)C.C(OC(=O)C)(=O)C. (8) Given the product [C:52]([OH:60])(=[O:59])[C:53]1[CH:58]=[CH:57][CH:56]=[CH:55][CH:54]=1.[Cl:28][C:29]1[CH:30]=[CH:31][C:32]([CH2:33][N:34]2[CH2:35][CH2:36][CH:37]([NH:40][CH2:26][C@@:24]([OH:25])([CH3:27])[CH2:23][O:22][C:13]3[CH:14]=[C:15]([OH:18])[CH:16]=[CH:17][C:12]=3[NH:11][C:8](=[O:10])[CH3:9])[CH2:38][CH2:39]2)=[CH:41][CH:42]=1, predict the reactants needed to synthesize it. The reactants are: C(OC(C)C)(=O)C.[C:8]([NH:11][C:12]1[CH:17]=[CH:16][C:15]([O:18]C(=O)C)=[CH:14][C:13]=1[O:22][CH2:23][C@:24]1([CH3:27])[CH2:26][O:25]1)(=[O:10])[CH3:9].[Cl:28][C:29]1[CH:42]=[CH:41][C:32]([CH2:33][N:34]2[CH2:39][CH2:38][CH:37]([NH2:40])[CH2:36][CH2:35]2)=[CH:31][CH:30]=1.C(OC(C)C)(=O)C.CO.[C:52]([OH:60])(=[O:59])[C:53]1[CH:58]=[CH:57][CH:56]=[CH:55][CH:54]=1. (9) Given the product [N+:19]([C:16]1[CH:17]=[CH:18][C:13]([CH2:12][O:8][CH2:7][CH2:6][N:1]2[CH:5]=[CH:4][N:3]=[N:2]2)=[CH:14][CH:15]=1)([O-:21])=[O:20], predict the reactants needed to synthesize it. The reactants are: [N:1]1([CH2:6][CH2:7][OH:8])[CH:5]=[CH:4][N:3]=[N:2]1.[H-].[Na+].I[CH2:12][C:13]1[CH:18]=[CH:17][C:16]([N+:19]([O-:21])=[O:20])=[CH:15][CH:14]=1.O.